From a dataset of Forward reaction prediction with 1.9M reactions from USPTO patents (1976-2016). Predict the product of the given reaction. (1) Given the reactants [CH:1]([CH:3]1[C:7]2([CH2:12][CH2:11][N:10]([C:13]([O:15][C:16]([CH3:19])([CH3:18])[CH3:17])=[O:14])[CH2:9][CH2:8]2)[CH2:6][CH2:5][C:4]1=[O:20])=[CH2:2].[BH4-].[Na+], predict the reaction product. The product is: [CH:1]([CH:3]1[C:7]2([CH2:8][CH2:9][N:10]([C:13]([O:15][C:16]([CH3:19])([CH3:18])[CH3:17])=[O:14])[CH2:11][CH2:12]2)[CH2:6][CH2:5][CH:4]1[OH:20])=[CH2:2]. (2) Given the reactants CP(=O)(OC)OC.[CH2:8]([Li])[CH2:9][CH2:10][CH3:11].[Cl:13][C:14]1[CH:15]=[C:16]2[C:21](=[C:22]([O:24][CH:25]([F:27])[F:26])[CH:23]=1)[O:20]CCC2=O.[NH4+].[Cl-].C(=O)([O-])[O-].[K+].[K+], predict the reaction product. The product is: [CH2:11]=[C:10]1[C:16]2[C:21](=[C:22]([O:24][CH:25]([F:27])[F:26])[CH:23]=[C:14]([Cl:13])[CH:15]=2)[O:20][CH2:8][CH2:9]1.